This data is from Forward reaction prediction with 1.9M reactions from USPTO patents (1976-2016). The task is: Predict the product of the given reaction. (1) Given the reactants [NH2:1][C:2]1[C:7]([C:8]#[N:9])=[C:6]([C:10]2[CH:11]=[C:12]([CH:16]=[CH:17][CH:18]=2)[C:13]([OH:15])=[O:14])[C:5]([C:19]#[N:20])=[C:4]([O:21][CH3:22])[N:3]=1.[C:23](C1C=C(C=CC=1)C=O)(O)=O.S(=O)(=O)(O)O, predict the reaction product. The product is: [NH2:1][C:2]1[C:7]([C:8]#[N:9])=[C:6]([C:10]2[CH:11]=[C:12]([CH:16]=[CH:17][CH:18]=2)[C:13]([O:15][CH3:23])=[O:14])[C:5]([C:19]#[N:20])=[C:4]([O:21][CH3:22])[N:3]=1. (2) Given the reactants Cl.C(OC([NH:9][CH:10]1[CH2:14][CH2:13][C:12]([C:15]2[N:23]3[C:19](=[N:20][C:21]4[CH:27]=[CH:26][CH:25]=[CH:24][C:22]=43)[C:18]([C:28]#[N:29])=[C:17]([CH3:30])[C:16]=2[CH2:31][CH3:32])=[CH:11]1)=O)(C)(C)C.[OH-].[Na+], predict the reaction product. The product is: [NH2:9][CH:10]1[CH2:14][CH2:13][C:12]([C:15]2[N:23]3[C:19](=[N:20][C:21]4[CH:27]=[CH:26][CH:25]=[CH:24][C:22]=43)[C:18]([C:28]#[N:29])=[C:17]([CH3:30])[C:16]=2[CH2:31][CH3:32])=[CH:11]1. (3) Given the reactants [CH3:1][C:2]([O:5][C:6]([NH:8][C@H:9]([C:16]([OH:18])=[O:17])[C:10]1[CH:15]=[CH:14][CH:13]=[CH:12][CH:11]=1)=[O:7])([CH3:4])[CH3:3].[CH:19]1(O)[CH2:24][CH2:23][CH2:22][CH2:21][CH2:20]1.C1CCC(N=C=NC2CCCCC2)CC1.CCOC(C)=O, predict the reaction product. The product is: [CH:19]1([O:17][C:16](=[O:18])[CH:9]([NH:8][C:6]([O:5][C:2]([CH3:1])([CH3:3])[CH3:4])=[O:7])[C:10]2[CH:15]=[CH:14][CH:13]=[CH:12][CH:11]=2)[CH2:24][CH2:23][CH2:22][CH2:21][CH2:20]1. (4) Given the reactants [CH3:1][N:2]([CH3:21])[S:3]([CH2:6][CH2:7][C:8]1[CH:13]=[CH:12][C:11]([NH2:14])=[C:10]([C:15]2[CH2:20][CH2:19][CH2:18][CH2:17][CH:16]=2)[CH:9]=1)(=[O:5])=[O:4].C1CN([P+](Br)(N2CCCC2)N2CCCC2)CC1.F[P-](F)(F)(F)(F)F.[K+].[C:47]([C:49]1[N:50]=[C:51]([C:62]([O-])=[O:63])[N:52]([CH2:54][O:55][CH2:56][CH2:57][Si:58]([CH3:61])([CH3:60])[CH3:59])[CH:53]=1)#[N:48].CCN(C(C)C)C(C)C, predict the reaction product. The product is: [C:15]1([C:10]2[CH:9]=[C:8]([CH2:7][CH2:6][S:3](=[O:4])(=[O:5])[N:2]([CH3:1])[CH3:21])[CH:13]=[CH:12][C:11]=2[NH:14][C:62]([C:51]2[N:52]([CH2:54][O:55][CH2:56][CH2:57][Si:58]([CH3:61])([CH3:60])[CH3:59])[CH:53]=[C:49]([C:47]#[N:48])[N:50]=2)=[O:63])[CH2:20][CH2:19][CH2:18][CH2:17][CH:16]=1. (5) Given the reactants [NH2:1][C:2]1[C:9]([O:10][CH2:11][CH2:12][C:13]2[CH:18]=[CH:17][CH:16]=[CH:15][N:14]=2)=[CH:8][C:7]([OH:19])=[CH:6][C:3]=1[C:4]#[N:5].C(P(CCCC)CCCC)CCC.[CH2:33](O)[C:34]1[CH:39]=[CH:38][CH:37]=[CH:36][CH:35]=1.N(C(N1CCCCC1)=O)=NC(N1CCCCC1)=O, predict the reaction product. The product is: [NH2:1][C:2]1[C:9]([O:10][CH2:11][CH2:12][C:13]2[CH:18]=[CH:17][CH:16]=[CH:15][N:14]=2)=[CH:8][C:7]([O:19][CH2:33][C:34]2[CH:39]=[CH:38][CH:37]=[CH:36][CH:35]=2)=[CH:6][C:3]=1[C:4]#[N:5].